This data is from NCI-60 drug combinations with 297,098 pairs across 59 cell lines. The task is: Regression. Given two drug SMILES strings and cell line genomic features, predict the synergy score measuring deviation from expected non-interaction effect. (1) Cell line: SK-OV-3. Drug 2: C1CN(CCN1C(=O)CCBr)C(=O)CCBr. Drug 1: C1=NC2=C(N1)C(=S)N=C(N2)N. Synergy scores: CSS=35.5, Synergy_ZIP=-3.79, Synergy_Bliss=-1.59, Synergy_Loewe=-16.6, Synergy_HSA=-0.862. (2) Drug 1: CN(C(=O)NC(C=O)C(C(C(CO)O)O)O)N=O. Drug 2: C1C(C(OC1N2C=NC(=NC2=O)N)CO)O. Cell line: HOP-62. Synergy scores: CSS=7.70, Synergy_ZIP=1.56, Synergy_Bliss=6.02, Synergy_Loewe=-2.75, Synergy_HSA=-0.0165. (3) Drug 1: COC1=NC(=NC2=C1N=CN2C3C(C(C(O3)CO)O)O)N. Drug 2: CC1C(C(CC(O1)OC2CC(CC3=C2C(=C4C(=C3O)C(=O)C5=CC=CC=C5C4=O)O)(C(=O)C)O)N)O. Cell line: HOP-92. Synergy scores: CSS=52.2, Synergy_ZIP=6.24, Synergy_Bliss=7.86, Synergy_Loewe=-37.3, Synergy_HSA=11.1. (4) Drug 1: C1CCC(C1)C(CC#N)N2C=C(C=N2)C3=C4C=CNC4=NC=N3. Drug 2: COCCOC1=C(C=C2C(=C1)C(=NC=N2)NC3=CC=CC(=C3)C#C)OCCOC.Cl. Cell line: MALME-3M. Synergy scores: CSS=8.47, Synergy_ZIP=1.43, Synergy_Bliss=5.86, Synergy_Loewe=4.49, Synergy_HSA=4.57. (5) Drug 1: C1=CC(=CC=C1CCCC(=O)O)N(CCCl)CCCl. Drug 2: CC1=C(N=C(N=C1N)C(CC(=O)N)NCC(C(=O)N)N)C(=O)NC(C(C2=CN=CN2)OC3C(C(C(C(O3)CO)O)O)OC4C(C(C(C(O4)CO)O)OC(=O)N)O)C(=O)NC(C)C(C(C)C(=O)NC(C(C)O)C(=O)NCCC5=NC(=CS5)C6=NC(=CS6)C(=O)NCCC[S+](C)C)O. Cell line: ACHN. Synergy scores: CSS=73.7, Synergy_ZIP=-4.51, Synergy_Bliss=-5.07, Synergy_Loewe=-2.45, Synergy_HSA=1.43.